From a dataset of Full USPTO retrosynthesis dataset with 1.9M reactions from patents (1976-2016). Predict the reactants needed to synthesize the given product. (1) Given the product [Cl:10][C:11]1[CH:16]=[C:15]([S:7][C:1]2[CH:6]=[CH:5][CH:4]=[CH:3][CH:2]=2)[CH:14]=[CH:13][N:12]=1, predict the reactants needed to synthesize it. The reactants are: [C:1]1([SH:7])[CH:6]=[CH:5][CH:4]=[CH:3][CH:2]=1.[H-].[Na+].[Cl:10][C:11]1[CH:16]=[C:15]([N+]([O-])=O)[CH:14]=[CH:13][N:12]=1. (2) Given the product [Cl:38][C:39]1[CH:40]=[C:41]([CH:42]=[CH:43][CH:44]=1)[C:45]([O:47][C@@H:17]1[C@@H:16]([CH2:15][C:13]2[CH:12]=[CH:11][N:10]=[C:9]([N:8]([C:31]([O:33][C:34]([CH3:37])([CH3:35])[CH3:36])=[O:32])[C:6]([O:5][C:1]([CH3:3])([CH3:2])[CH3:4])=[O:7])[CH:14]=2)[C:19](=[O:20])[N:18]1[Si:21]([C:24]([CH3:25])([CH3:26])[CH3:27])([CH3:23])[CH3:22])=[O:46], predict the reactants needed to synthesize it. The reactants are: [C:1]([O:5][C:6]([N:8]([C:31]([O:33][C:34]([CH3:37])([CH3:36])[CH3:35])=[O:32])[C:9]1[CH:14]=[C:13]([CH2:15][C@H:16]2[C:19](=[O:20])[N:18]([Si:21]([C:24]([CH3:27])([CH3:26])[CH3:25])([CH3:23])[CH3:22])[C@@H:17]2C(O)=O)[CH:12]=[CH:11][N:10]=1)=[O:7])([CH3:4])([CH3:3])[CH3:2].[Cl:38][C:39]1[CH:44]=[CH:43][CH:42]=[C:41]([C:45]([O:47]O)=[O:46])[CH:40]=1.C1(N=C=NC2CCCCC2)CCCCC1. (3) The reactants are: [CH:1]([N:4]1[C:8]([CH3:9])=[C:7]([C:10]([O:12]CC)=[O:11])[CH:6]=[N:5]1)([CH3:3])[CH3:2].[OH-].[Li+]. Given the product [CH:1]([N:4]1[C:8]([CH3:9])=[C:7]([C:10]([OH:12])=[O:11])[CH:6]=[N:5]1)([CH3:3])[CH3:2], predict the reactants needed to synthesize it. (4) Given the product [C:22]([NH:21][CH2:20][CH2:19][NH:18][C:8]1[CH:9]=[CH:10][C:5]([C:4]([N:3]([CH2:16][CH3:17])[CH2:1][CH3:2])=[O:15])=[CH:6][C:7]=1[N+:12]([O-:14])=[O:13])(=[O:24])[CH3:23], predict the reactants needed to synthesize it. The reactants are: [CH2:1]([N:3]([CH2:16][CH3:17])[C:4](=[O:15])[C:5]1[CH:10]=[CH:9][C:8](F)=[C:7]([N+:12]([O-:14])=[O:13])[CH:6]=1)[CH3:2].[NH2:18][CH2:19][CH2:20][NH:21][C:22](=[O:24])[CH3:23]. (5) Given the product [CH3:4][O:5][C:6]1[CH:21]=[C:20]([O:22][CH3:23])[CH:19]=[CH:18][C:7]=1[C:8](=[N:2][OH:3])[C:10]1[CH:15]=[CH:14][CH:13]=[CH:12][C:11]=1[O:16][CH3:17], predict the reactants needed to synthesize it. The reactants are: Cl.[NH2:2][OH:3].[CH3:4][O:5][C:6]1[CH:21]=[C:20]([O:22][CH3:23])[CH:19]=[CH:18][C:7]=1[C:8]([C:10]1[CH:15]=[CH:14][CH:13]=[CH:12][C:11]=1[O:16][CH3:17])=O. (6) Given the product [CH:4]([C@H:6]1[CH2:15][C:14]2[C:9](=[CH:10][CH:11]=[CH:12][CH:13]=2)[CH2:8][N:7]1[C:16]([O:18][C:19]([CH3:22])([CH3:21])[CH3:20])=[O:17])=[O:5], predict the reactants needed to synthesize it. The reactants are: CON(C)[C:4]([C@H:6]1[CH2:15][C:14]2[C:9](=[CH:10][CH:11]=[CH:12][CH:13]=2)[CH2:8][N:7]1[C:16]([O:18][C:19]([CH3:22])([CH3:21])[CH3:20])=[O:17])=[O:5].[H-].[Al+3].[Li+].[H-].[H-].[H-].